From a dataset of Full USPTO retrosynthesis dataset with 1.9M reactions from patents (1976-2016). Predict the reactants needed to synthesize the given product. (1) Given the product [CH2:1]([N:8]([CH2:20][C:21]1[CH:26]=[CH:25][CH:24]=[CH:23][CH:22]=1)[C:9]1[CH:14]=[CH:13][C:12]([C:15]([F:18])([F:17])[F:16])=[C:11]([O:28][CH3:27])[N:10]=1)[C:2]1[CH:7]=[CH:6][CH:5]=[CH:4][CH:3]=1, predict the reactants needed to synthesize it. The reactants are: [CH2:1]([N:8]([CH2:20][C:21]1[CH:26]=[CH:25][CH:24]=[CH:23][CH:22]=1)[C:9]1[CH:14]=[CH:13][C:12]([C:15]([F:18])([F:17])[F:16])=[C:11](Cl)[N:10]=1)[C:2]1[CH:7]=[CH:6][CH:5]=[CH:4][CH:3]=1.[CH3:27][O:28][Na]. (2) Given the product [CH2:1]([O:3][C:4](=[O:16])[CH2:5][C:6]1[C:14]2[C:9](=[CH:10][CH:11]=[CH:12][CH:13]=2)[N:8]([C:22](=[O:23])[C:21]2[CH:25]=[CH:26][CH:27]=[C:28]([Cl:29])[C:20]=2[Cl:19])[C:7]=1[CH3:15])[CH3:2], predict the reactants needed to synthesize it. The reactants are: [CH2:1]([O:3][C:4](=[O:16])[CH2:5][C:6]1[C:14]2[C:9](=[CH:10][CH:11]=[CH:12][CH:13]=2)[NH:8][C:7]=1[CH3:15])[CH3:2].[H-].[Na+].[Cl:19][C:20]1[C:28]([Cl:29])=[CH:27][CH:26]=[CH:25][C:21]=1[C:22](Cl)=[O:23].O. (3) Given the product [F:13][C:14]1[CH:15]=[C:16]([CH:19]=[CH:20][CH:21]=1)[CH2:17][O:1][C:2]1[CH:3]=[C:4]2[C:9](=[CH:10][CH:11]=1)[C:8](=[O:12])[NH:7][CH2:6][CH2:5]2, predict the reactants needed to synthesize it. The reactants are: [OH:1][C:2]1[CH:3]=[C:4]2[C:9](=[CH:10][CH:11]=1)[C:8](=[O:12])[NH:7][CH2:6][CH2:5]2.[F:13][C:14]1[CH:15]=[C:16]([CH:19]=[CH:20][CH:21]=1)[CH2:17]Br.C(=O)([O-])[O-].[K+].[K+].CN(C)C=O. (4) Given the product [C:27]1([CH2:26][C:25]([NH:24][CH2:23][C:20]2[CH:19]=[CH:18][C:17]([S:14]([N:11]3[CH2:10][CH2:9][CH:8]([NH:7][C:6](=[O:5])[CH:36]=[CH2:37])[CH2:13][CH2:12]3)(=[O:15])=[O:16])=[CH:22][CH:21]=2)=[O:33])[CH:32]=[CH:31][CH:30]=[CH:29][CH:28]=1, predict the reactants needed to synthesize it. The reactants are: C([O:5][C:6](=O)[NH:7][CH:8]1[CH2:13][CH2:12][N:11]([S:14]([C:17]2[CH:22]=[CH:21][C:20]([CH2:23][NH:24][C:25](=[O:33])[CH2:26][C:27]3[CH:32]=[CH:31][CH:30]=[CH:29][CH:28]=3)=[CH:19][CH:18]=2)(=[O:16])=[O:15])[CH2:10][CH2:9]1)(C)(C)C.Cl.[CH:36](N(C(C)C)CC)(C)[CH3:37].C(Cl)(=O)C=C. (5) Given the product [NH2:13][C:2]1[CH:3]=[C:4]([Cl:12])[N:5]=[CH:6][C:7]=1[CH2:8][OH:9], predict the reactants needed to synthesize it. The reactants are: Cl[C:2]1[C:7]([C:8](OC)=[O:9])=[CH:6][N:5]=[C:4]([Cl:12])[CH:3]=1.[N-:13]=[N+]=[N-].[Na+].O. (6) Given the product [OH:1][C:2]1([C:26]2[CH:27]=[CH:28][CH:29]=[CH:30][N:25]=2)[CH2:7][CH2:6][CH2:5][CH2:4][CH:3]1[N:8]1[CH2:9][CH2:10][C:11]2([N:15]([C:16]3[CH:21]=[CH:20][CH:19]=[CH:18][CH:17]=3)[CH2:14][NH:13][C:12]2=[O:22])[CH2:23][CH2:24]1, predict the reactants needed to synthesize it. The reactants are: [O:1]=[C:2]1[CH2:7][CH2:6][CH2:5][CH2:4][CH:3]1[N:8]1[CH2:24][CH2:23][C:11]2([N:15]([C:16]3[CH:21]=[CH:20][CH:19]=[CH:18][CH:17]=3)[CH2:14][NH:13][C:12]2=[O:22])[CH2:10][CH2:9]1.[N:25]1[CH:30]=[CH:29][CH:28]=[CH:27][C:26]=1[Li].